Dataset: Catalyst prediction with 721,799 reactions and 888 catalyst types from USPTO. Task: Predict which catalyst facilitates the given reaction. (1) Reactant: [NH:1]([C:9]([O:11][C:12]([CH3:15])([CH3:14])[CH3:13])=[O:10])[C@@H:2]([C:6]([OH:8])=O)[CH:3]([CH3:5])[CH3:4].Br.Br.[CH3:18][N:19]1[CH2:24][CH2:23][CH:22]([CH:25]2[CH2:30][CH2:29][NH:28][CH2:27][CH2:26]2)[CH2:21][CH2:20]1.C(N(CC)CC)C.C1C=CC2N(O)N=NC=2C=1.C1CCC(N=C=NC2CCCCC2)CC1.[Li+].[Cl-]. Product: [C:9]([NH:1][C@@H:2]([C:6]([N:28]1[CH2:29][CH2:30][CH:25]([CH:22]2[CH2:21][CH2:20][N:19]([CH3:18])[CH2:24][CH2:23]2)[CH2:26][CH2:27]1)=[O:8])[CH:3]([CH3:4])[CH3:5])([O:11][C:12]([CH3:15])([CH3:14])[CH3:13])=[O:10]. The catalyst class is: 3. (2) Reactant: [NH:1]1[CH2:6][CH2:5][CH:4]([CH2:7][N:8]([CH2:30][CH2:31][CH3:32])[CH:9]2[CH2:18][C:17]3[CH:16]=[C:15]([O:19][S:20]([C:23]4[C:24]([CH3:29])=[N:25][O:26][C:27]=4[CH3:28])(=[O:22])=[O:21])[CH:14]=[CH:13][C:12]=3[CH2:11][CH2:10]2)[CH2:3][CH2:2]1.C(OC([N:40]1[CH2:45][CH2:44][CH:43]([C:46](O)=[O:47])[CH2:42][CH2:41]1)=O)(C)(C)C.CCN=C=NCCCN(C)C.C(N(CC)CC)C. Product: [NH:40]1[CH2:45][CH2:44][CH:43]([C:46]([N:1]2[CH2:6][CH2:5][CH:4]([CH2:7][N:8]([CH2:30][CH2:31][CH3:32])[CH:9]3[CH2:18][C:17]4[CH:16]=[C:15]([O:19][S:20]([C:23]5[C:24]([CH3:29])=[N:25][O:26][C:27]=5[CH3:28])(=[O:22])=[O:21])[CH:14]=[CH:13][C:12]=4[CH2:11][CH2:10]3)[CH2:3][CH2:2]2)=[O:47])[CH2:42][CH2:41]1. The catalyst class is: 4.